Dataset: Catalyst prediction with 721,799 reactions and 888 catalyst types from USPTO. Task: Predict which catalyst facilitates the given reaction. (1) Reactant: C([Li])CCC.Br[C:7]1[CH:12]=[C:11]([F:13])[C:10]([Br:14])=[CH:9][C:8]=1[F:15].[C:16](=[O:18])=[O:17].Cl. Product: [Br:14][C:10]1[C:11]([F:13])=[CH:12][C:7]([C:16]([OH:18])=[O:17])=[C:8]([F:15])[CH:9]=1. The catalyst class is: 27. (2) Reactant: [CH3:1][C:2]([CH3:12])([C:4](=[O:11])[CH:5]([OH:10])[C:6]([CH3:9])([CH3:8])[CH3:7])[CH3:3].[Mn]([O-])(=O)(=O)=O.[K+].[OH-].[Na+]. Product: [CH3:8][C:6]([CH3:9])([C:5](=[O:10])[C:4](=[O:11])[C:2]([CH3:12])([CH3:3])[CH3:1])[CH3:7]. The catalyst class is: 81.